From a dataset of Forward reaction prediction with 1.9M reactions from USPTO patents (1976-2016). Predict the product of the given reaction. Given the reactants [NH2:1][CH2:2][CH2:3][CH2:4][N:5]([C:13]1[S:14][CH:15]=[C:16]([C:18]2[O:19][C:20]3[CH:26]=[CH:25][CH:24]=[CH:23][C:21]=3[CH:22]=2)[N:17]=1)[C:6]([C:8]1[S:9][CH:10]=[CH:11][CH:12]=1)=[O:7].C(N(CC)C(C)C)(C)C.[C:36]([N:39]1[CH2:47][CH2:46][CH:42]([C:43](Cl)=[O:44])[CH2:41][CH2:40]1)(=[O:38])[CH3:37], predict the reaction product. The product is: [C:36]([N:39]1[CH2:40][CH2:41][CH:42]([C:43]([NH:1][CH2:2][CH2:3][CH2:4][N:5]([C:13]2[S:14][CH:15]=[C:16]([C:18]3[O:19][C:20]4[CH:26]=[CH:25][CH:24]=[CH:23][C:21]=4[CH:22]=3)[N:17]=2)[C:6]([C:8]2[S:9][CH:10]=[CH:11][CH:12]=2)=[O:7])=[O:44])[CH2:46][CH2:47]1)(=[O:38])[CH3:37].